From a dataset of Peptide-MHC class II binding affinity with 134,281 pairs from IEDB. Regression. Given a peptide amino acid sequence and an MHC pseudo amino acid sequence, predict their binding affinity value. This is MHC class II binding data. (1) The peptide sequence is AAGVAAWSLIALMIP. The MHC is DRB1_1602 with pseudo-sequence DRB1_1602. The binding affinity (normalized) is 0.227. (2) The peptide sequence is RKGVLFNIQYVNYWF. The MHC is DRB1_0405 with pseudo-sequence DRB1_0405. The binding affinity (normalized) is 0.446.